From a dataset of Peptide-MHC class I binding affinity with 185,985 pairs from IEDB/IMGT. Regression. Given a peptide amino acid sequence and an MHC pseudo amino acid sequence, predict their binding affinity value. This is MHC class I binding data. The peptide sequence is QELGKYEQYI. The MHC is HLA-B44:03 with pseudo-sequence HLA-B44:03. The binding affinity (normalized) is 0.517.